Dataset: Full USPTO retrosynthesis dataset with 1.9M reactions from patents (1976-2016). Task: Predict the reactants needed to synthesize the given product. (1) Given the product [CH:14]1([CH2:13][N:12]2[C:11]3[CH:20]=[C:21]([F:25])[C:22]([F:24])=[CH:23][C:10]=3[N:9]=[C:8]2[C:7]2[C:2]([O:30][CH2:29][CH:26]3[CH2:28][CH2:27]3)=[N:3][CH:4]=[CH:5][CH:6]=2)[CH2:19][CH2:18][CH2:17][CH2:16][CH2:15]1, predict the reactants needed to synthesize it. The reactants are: Cl[C:2]1[C:7]([C:8]2[N:12]([CH2:13][CH:14]3[CH2:19][CH2:18][CH2:17][CH2:16][CH2:15]3)[C:11]3[CH:20]=[C:21]([F:25])[C:22]([F:24])=[CH:23][C:10]=3[N:9]=2)=[CH:6][CH:5]=[CH:4][N:3]=1.[CH:26]1([CH2:29][OH:30])[CH2:28][CH2:27]1. (2) Given the product [F:40][C:39]([F:42])([F:41])[C:37]([OH:43])=[O:38].[F:35][C:2]([F:1])([F:36])[C:3]1[CH:4]=[C:5]([S:9]([C:12]2[CH:13]=[C:14]3[C:18](=[CH:19][CH:20]=2)[N:17]([CH3:21])[C:16]2[CH2:22][CH:23]4[NH:27][CH:26]([C:15]3=2)[CH2:25][CH2:24]4)(=[O:10])=[O:11])[CH:6]=[CH:7][CH:8]=1, predict the reactants needed to synthesize it. The reactants are: [F:1][C:2]([F:36])([F:35])[C:3]1[CH:4]=[C:5]([S:9]([C:12]2[CH:20]=[CH:19][C:18]3[N:17]([CH3:21])[C:16]4[CH2:22][CH:23]5[NH:27][CH:26]([C:15]=4[C:14]=3[C:13]=2C(OC(C)(C)C)=O)[CH2:25][CH2:24]5)(=[O:11])=[O:10])[CH:6]=[CH:7][CH:8]=1.[C:37]([OH:43])([C:39]([F:42])([F:41])[F:40])=[O:38]. (3) Given the product [Cl:22][C:23]1[S:27][C:26]([S:28]([NH:31][C@H:32]([CH:38]=[O:39])[CH:33]([CH2:34][CH3:35])[CH2:36][CH3:37])(=[O:30])=[O:29])=[CH:25][CH:24]=1, predict the reactants needed to synthesize it. The reactants are: [Cr](O[Cr]([O-])(=O)=O)([O-])(=O)=O.[NH+]1C=CC=CC=1.[NH+]1C=CC=CC=1.[Cl:22][C:23]1[S:27][C:26]([S:28]([NH:31][C@H:32]([CH2:38][OH:39])[CH:33]([CH2:36][CH3:37])[CH2:34][CH3:35])(=[O:30])=[O:29])=[CH:25][CH:24]=1. (4) Given the product [C:1]1([N:7]2[C:11](=[O:12])[CH:10]=[C:9]([Br:14])[C:8]2=[O:13])[CH:2]=[CH:3][CH:4]=[CH:5][CH:6]=1, predict the reactants needed to synthesize it. The reactants are: [C:1]1([N:7]2[C:11](=[O:12])[CH:10]=[CH:9][C:8]2=[O:13])[CH:6]=[CH:5][CH:4]=[CH:3][CH:2]=1.[Br:14]Br.C(N(CC)CC)C. (5) Given the product [CH2:21]([C:9]1[N:8]([CH2:7][CH2:6][CH2:5][CH:4]=[O:3])[C:20]2[C:19]3[CH:18]=[CH:17][CH:16]=[CH:15][C:14]=3[N:13]=[CH:12][C:11]=2[N:10]=1)[CH2:22][CH3:23], predict the reactants needed to synthesize it. The reactants are: C([O:3][CH:4](OCC)[CH2:5][CH2:6][CH2:7][N:8]1[C:20]2[C:19]3[CH:18]=[CH:17][CH:16]=[CH:15][C:14]=3[N:13]=[CH:12][C:11]=2[N:10]=[C:9]1[CH2:21][CH2:22][CH3:23])C.Cl.C(=O)([O-])[O-].[K+].[K+]. (6) Given the product [F:27][C:13]([F:12])([F:26])[C:14]1[CH:19]=[CH:18][N:17]=[C:16]([C:20]2[N:24]([C:32]([N:31]([CH:35]([CH3:37])[CH3:36])[CH:28]([CH3:30])[CH3:29])=[O:33])[C:23](=[O:25])[O:22][N:21]=2)[CH:15]=1, predict the reactants needed to synthesize it. The reactants are: N12CCCN=C1CCCCC2.[F:12][C:13]([F:27])([F:26])[C:14]1[CH:19]=[CH:18][N:17]=[C:16]([C:20]2[NH:21][O:22][C:23](=[O:25])[N:24]=2)[CH:15]=1.[CH:28]([N:31]([CH:35]([CH3:37])[CH3:36])[C:32](Cl)=[O:33])([CH3:30])[CH3:29]. (7) Given the product [NH2:1][C:4]1[CH:5]=[C:6]2[C:27](=[CH:28][CH:29]=1)[CH2:26][C@@:8]1([C:16]3[C:11](=[N:12][CH:13]=[CH:14][CH:15]=3)[N:10]([CH2:17][O:18][CH2:19][CH2:20][Si:21]([CH3:22])([CH3:23])[CH3:24])[C:9]1=[O:25])[CH2:7]2, predict the reactants needed to synthesize it. The reactants are: [N+:1]([C:4]1[CH:5]=[C:6]2[C:27](=[CH:28][CH:29]=1)[CH2:26][C:8]1([C:16]3[C:11](=[N:12][CH:13]=[CH:14][CH:15]=3)[N:10]([CH2:17][O:18][CH2:19][CH2:20][Si:21]([CH3:24])([CH3:23])[CH3:22])[C:9]1=[O:25])[CH2:7]2)([O-])=O.